From a dataset of Catalyst prediction with 721,799 reactions and 888 catalyst types from USPTO. Predict which catalyst facilitates the given reaction. (1) Reactant: [C:1]([O:5][C:6]([N:8]1[CH2:12][CH2:11][CH2:10][C@H:9]1[C:13]1[NH:14][C:15]([CH2:38][CH2:39][C:40]([F:43])([F:42])[F:41])=[C:16]([C:33]([O:35][CH2:36][CH3:37])=[O:34])[CH:17]([C:24]2[CH:32]=[CH:31][C:27]([C:28]([OH:30])=[O:29])=[CH:26][CH:25]=2)[C:18]=1[C:19]([O:21][CH2:22][CH3:23])=[O:20])=[O:7])([CH3:4])([CH3:3])[CH3:2].O.[N+]([O-])([O-])=O.[NH4+].[Ce]. Product: [C:1]([O:5][C:6]([N:8]1[CH2:12][CH2:11][CH2:10][C@H:9]1[C:13]1[C:18]([C:19]([O:21][CH2:22][CH3:23])=[O:20])=[C:17]([C:24]2[CH:25]=[CH:26][C:27]([C:28]([OH:30])=[O:29])=[CH:31][CH:32]=2)[C:16]([C:33]([O:35][CH2:36][CH3:37])=[O:34])=[C:15]([CH2:38][CH2:39][C:40]([F:43])([F:42])[F:41])[N:14]=1)=[O:7])([CH3:3])([CH3:4])[CH3:2]. The catalyst class is: 115. (2) Reactant: S(Cl)(Cl)=O.O(C(CC)C(O)=O)C1C=CC=CC=1.O(C(CC)C(Cl)=O)C1C=CC=CC=1.[O:31]([CH:38]([CH2:44][CH3:45])[C:39]([N:41]=[C:42]=[S:43])=[O:40])[C:32]1[CH:37]=[CH:36][CH:35]=[CH:34][CH:33]=1.[Cl:46][C:47]1[CH:48]=[C:49]([CH:51]=[CH:52][C:53]=1[O:54][C:55]1[C:64]2[C:59](=[CH:60][C:61]([O:67][CH3:68])=[C:62]([O:65][CH3:66])[CH:63]=2)[N:58]=[CH:57][CH:56]=1)[NH2:50]. Product: [Cl:46][C:47]1[CH:48]=[C:49]([NH:50][C:42]([NH:41][C:39](=[O:40])[CH:38]([O:31][C:32]2[CH:37]=[CH:36][CH:35]=[CH:34][CH:33]=2)[CH2:44][CH3:45])=[S:43])[CH:51]=[CH:52][C:53]=1[O:54][C:55]1[C:64]2[C:59](=[CH:60][C:61]([O:67][CH3:68])=[C:62]([O:65][CH3:66])[CH:63]=2)[N:58]=[CH:57][CH:56]=1. The catalyst class is: 548. (3) Reactant: [CH:1]1[C:6]2[C:7](=[O:16])[NH:8][C:9]3[CH:15]=[CH:14][CH:13]=[CH:12][C:10]=3[S:11][C:5]=2[CH:4]=[CH:3][CH:2]=1.[H-].[Na+].Br[CH2:20][CH2:21][CH2:22][CH2:23][CH2:24][CH2:25][C:26]([O:28][CH2:29][CH3:30])=[O:27]. Product: [O:16]=[C:7]1[C:6]2[CH:1]=[CH:2][CH:3]=[CH:4][C:5]=2[S:11][C:10]2[CH:12]=[CH:13][CH:14]=[CH:15][C:9]=2[N:8]1[CH2:20][CH2:21][CH2:22][CH2:23][CH2:24][CH2:25][C:26]([O:28][CH2:29][CH3:30])=[O:27]. The catalyst class is: 3. (4) Reactant: [Si:1]([O:8][CH2:9][C:10]1[O:11][C:12]2[C:18]([CH2:19][OH:20])=[CH:17][C:16]([F:21])=[CH:15][C:13]=2[CH:14]=1)([C:4]([CH3:7])([CH3:6])[CH3:5])([CH3:3])[CH3:2].O[C:23]1[CH:28]=[CH:27][C:26]([CH2:29][CH2:30][C:31]([O:33][CH2:34][CH3:35])=[O:32])=[C:25]([CH3:36])[C:24]=1[CH3:37].CCOC(/N=N/C(OCC)=O)=O.C1C=CC(P(C2C=CC=CC=2)C2C=CC=CC=2)=CC=1. Product: [Si:1]([O:8][CH2:9][C:10]1[O:11][C:12]2[C:18]([CH2:19][O:20][C:23]3[CH:28]=[CH:27][C:26]([CH2:29][CH2:30][C:31]([O:33][CH2:34][CH3:35])=[O:32])=[C:25]([CH3:36])[C:24]=3[CH3:37])=[CH:17][C:16]([F:21])=[CH:15][C:13]=2[CH:14]=1)([C:4]([CH3:7])([CH3:6])[CH3:5])([CH3:3])[CH3:2]. The catalyst class is: 7. (5) Product: [F:30][C:31]1[CH:38]=[CH:37][CH:36]=[C:35]([F:39])[C:32]=1[CH2:33][O:1][C:2]1[C:3]2[N:4]([C:10]([C:14]([O:16][CH2:17][CH3:18])=[O:15])=[C:11]([CH3:13])[N:12]=2)[CH:5]=[C:6]([CH2:8][OH:9])[CH:7]=1. Reactant: [OH:1][C:2]1[C:3]2[N:4]([C:10]([C:14]([O:16][CH2:17][CH3:18])=[O:15])=[C:11]([CH3:13])[N:12]=2)[CH:5]=[C:6]([CH2:8][OH:9])[CH:7]=1.CN(C=O)C.C(=O)([O-])[O-].[Cs+].[Cs+].[F:30][C:31]1[CH:38]=[CH:37][CH:36]=[C:35]([F:39])[C:32]=1[CH2:33]Br. The catalyst class is: 6.